This data is from Full USPTO retrosynthesis dataset with 1.9M reactions from patents (1976-2016). The task is: Predict the reactants needed to synthesize the given product. Given the product [F:21][C:22]1([F:28])[CH2:27][CH2:26][N:25]([CH2:8][C:7]2[CH:6]=[CH:5][C:4]([C@@H:10]([NH:12][C:13](=[O:19])[O:14][C:15]([CH3:18])([CH3:17])[CH3:16])[CH3:11])=[CH:3][C:2]=2[F:1])[CH2:24][CH2:23]1, predict the reactants needed to synthesize it. The reactants are: [F:1][C:2]1[CH:3]=[C:4]([C@@H:10]([NH:12][C:13](=[O:19])[O:14][C:15]([CH3:18])([CH3:17])[CH3:16])[CH3:11])[CH:5]=[CH:6][C:7]=1[CH:8]=O.Cl.[F:21][C:22]1([F:28])[CH2:27][CH2:26][NH:25][CH2:24][CH2:23]1.